This data is from Experimentally validated miRNA-target interactions with 360,000+ pairs, plus equal number of negative samples. The task is: Binary Classification. Given a miRNA mature sequence and a target amino acid sequence, predict their likelihood of interaction. (1) The miRNA is cel-miR-1019-3p with sequence CUGUAAUUCCACAUUGCUUUCCAG. The protein sequence of the target gene is MHNLLSRANALLAFTLWVMAAVTAACFLSTVFLDYTVPTKLTVNDVKVRNVVDYATDEQQADLATLNFNLKVDFSKIFNWNVKQLFVYLVAEYKSKVNEVNQVVLWDRIVERADRVVMDEIGVKSKYYFLDDGTNLLNHKNVTFVLRYNVIPNSGYLRLVQSSDQVVVPFPTTYTTTRRS. Result: 0 (no interaction). (2) The miRNA is hsa-miR-3169 with sequence UAGGACUGUGCUUGGCACAUAG. The protein sequence of the target gene is MFCSEKKLREVERIVKANDREYNEKFQYADNRIHTSKYNILTFLPINLFEQFQRVANAYFLCLLILQLIPEISSLTWFTTIVPLVLVITMTAVKDATDDYFRHKSDNQVNNRQSEVLINSKLQNEKWMNVKVGDIIKLENNQFVAADLLLLSSSEPHGLCYVETAELDGETNLKVRHALSVTSELGADISRLAGFDGIVVCEVPNNKLDKFMGILSWKDSKHSLNNEKIILRGCILRNTSWCFGMVIFAGPDTKLMQNSGKTKFKRTSIDRLMNTLVLWIFGFLICLGIILAIGNSIWES.... Result: 0 (no interaction). (3) The miRNA is hsa-miR-6511b-3p with sequence CCUCACCACCCCUUCUGCCUGCA. The protein sequence of the target gene is MLLRSSGKLNVGTKKEDGESTAPTPRPKILRCKCHHHCPEDSVNNICSTDGYCFTMIEEDDSGMPVVTSGCLGLEGSDFQCRDTPIPHQRRSIECCTERNECNKDLHPTLPPLKDRDFVDGPIHHKALLISVTVCSLLLVLIILFCYFRYKRQEARPRYSIGLEQDETYIPPGESLRDLIEQSQSSGSGSGLPLLVQRTIAKQIQMVKQIGKGRYGEVWMGKWRGEKVAVKVFFTTEEASWFRETEIYQTVLMRHENILGFIAADIKGTGSWTQLYLITDYHENGSLYDYLKSTTLDAKS.... Result: 0 (no interaction).